This data is from CYP2D6 inhibition data for predicting drug metabolism from PubChem BioAssay. The task is: Regression/Classification. Given a drug SMILES string, predict its absorption, distribution, metabolism, or excretion properties. Task type varies by dataset: regression for continuous measurements (e.g., permeability, clearance, half-life) or binary classification for categorical outcomes (e.g., BBB penetration, CYP inhibition). Dataset: cyp2d6_veith. (1) The drug is COCC(=O)N1CCC2(CC1)CCN(C(=O)Nc1cccc(C#N)c1)CC2. The result is 0 (non-inhibitor). (2) The compound is CO[C@@H]1COC(=O)[C@H](C)NC(=O)C/C=C\[C@@H](C)[C@H](OC)COC(=O)C/C=C\[C@@H]1C. The result is 0 (non-inhibitor). (3) The drug is O=C(O)CSCCc1ccccc1. The result is 0 (non-inhibitor).